This data is from Catalyst prediction with 721,799 reactions and 888 catalyst types from USPTO. The task is: Predict which catalyst facilitates the given reaction. (1) Reactant: [OH:1][CH2:2][CH2:3][CH2:4][C:5]1[CH:14]=[C:13]2[C:8]([CH:9]=[C:10]([C:16]3[CH:17]=[CH:18][C:19]4[N:20]([CH:22]=[C:23]([CH3:25])[N:24]=4)[CH:21]=3)[C:11](=[O:15])[O:12]2)=[CH:7][CH:6]=1.C(N(C(C)C)CC)(C)C.[CH3:35][S:36](Cl)(=[O:38])=[O:37]. Product: [CH3:35][S:36]([O:1][CH2:2][CH2:3][CH2:4][C:5]1[CH:14]=[C:13]2[C:8]([CH:9]=[C:10]([C:16]3[CH:17]=[CH:18][C:19]4[N:20]([CH:22]=[C:23]([CH3:25])[N:24]=4)[CH:21]=3)[C:11](=[O:15])[O:12]2)=[CH:7][CH:6]=1)(=[O:38])=[O:37]. The catalyst class is: 2. (2) Reactant: Cl[C:2]1[CH:7]=[C:6]([C:8]([F:11])([F:10])[F:9])[CH:5]=[C:4]([CH3:12])[N:3]=1.[CH2:13]([N:20]1[CH2:24][CH2:23][C@H:22]([NH2:25])[CH2:21]1)[C:14]1[CH:19]=[CH:18][CH:17]=[CH:16][CH:15]=1.C(O)COCCO.C(N(CC)C(C)C)(C)C. Product: [CH2:13]([N:20]1[CH2:24][CH2:23][C@H:22]([NH:25][C:2]2[CH:7]=[C:6]([C:8]([F:11])([F:10])[F:9])[CH:5]=[C:4]([CH3:12])[N:3]=2)[CH2:21]1)[C:14]1[CH:15]=[CH:16][CH:17]=[CH:18][CH:19]=1. The catalyst class is: 84. (3) Reactant: [OH:1][C:2]1[CH:7]=[CH:6][C:5]([NH:8][C:9](=[O:18])[O:10][CH2:11][C:12]2[CH:17]=[CH:16][CH:15]=[CH:14][CH:13]=2)=[CH:4][CH:3]=1.C(=O)([O-])[O-].[Cs+].[Cs+].Br[C:26]1[CH:27]=[CH:28][C:29]([N+:32]([O-:34])=[O:33])=[N:30][CH:31]=1.O. Product: [N+:32]([C:29]1[N:30]=[CH:31][C:26]([O:1][C:2]2[CH:7]=[CH:6][C:5]([NH:8][C:9](=[O:18])[O:10][CH2:11][C:12]3[CH:13]=[CH:14][CH:15]=[CH:16][CH:17]=3)=[CH:4][CH:3]=2)=[CH:27][CH:28]=1)([O-:34])=[O:33]. The catalyst class is: 9. (4) Reactant: C([O:3][C:4](=[O:21])[CH:5]([C:12]1[CH:17]=[CH:16][C:15]([N+:18]([O-:20])=[O:19])=[CH:14][CH:13]=1)[CH2:6][CH:7]1[CH2:11][CH2:10][CH2:9][CH2:8]1)C.[OH-].[Li+]. Product: [CH:7]1([CH2:6][CH:5]([C:12]2[CH:17]=[CH:16][C:15]([N+:18]([O-:20])=[O:19])=[CH:14][CH:13]=2)[C:4]([OH:21])=[O:3])[CH2:11][CH2:10][CH2:9][CH2:8]1. The catalyst class is: 30. (5) Reactant: [N:1]1([C:7]2[CH:13]=[CH:12][C:10]([NH2:11])=[CH:9][CH:8]=2)[CH2:6][CH2:5][CH2:4][CH2:3][CH2:2]1.P(=O)(O)(O)O.[N+]([O-])(O)=O.[N:23]([O-])=O.[Na+].[CH3:27][C:28](=[O:33])[CH2:29][C:30](=[O:32])[CH3:31].C([O-])(=O)C.[K+].C([O-])([O-])=O.[Na+].[Na+]. Product: [N:1]1([C:7]2[CH:13]=[CH:12][C:10]([NH:11][N:23]=[C:29]([C:28](=[O:33])[CH3:27])[C:30](=[O:32])[CH3:31])=[CH:9][CH:8]=2)[CH2:6][CH2:5][CH2:4][CH2:3][CH2:2]1. The catalyst class is: 8. (6) Reactant: [CH3:1][C:2]1[N:12]=[C:11]([C:13]([F:16])([F:15])[F:14])[CH:10]=[CH:9][C:3]=1[C:4](OCC)=[O:5].[H-].[Al+3].[Li+].[H-].[H-].[H-]. Product: [CH3:1][C:2]1[C:3]([CH2:4][OH:5])=[CH:9][CH:10]=[C:11]([C:13]([F:15])([F:14])[F:16])[N:12]=1. The catalyst class is: 7.